This data is from Peptide-MHC class I binding affinity with 185,985 pairs from IEDB/IMGT. The task is: Regression. Given a peptide amino acid sequence and an MHC pseudo amino acid sequence, predict their binding affinity value. This is MHC class I binding data. The peptide sequence is EVRKAIEFV. The MHC is HLA-A25:01 with pseudo-sequence HLA-A25:01. The binding affinity (normalized) is 0.0847.